This data is from Catalyst prediction with 721,799 reactions and 888 catalyst types from USPTO. The task is: Predict which catalyst facilitates the given reaction. (1) Reactant: [CH3:1][C:2]1([CH3:18])[C:6]([CH3:8])([CH3:7])[O:5][B:4]([C:9]2[CH:17]=[CH:16][C:12]([C:13]([NH2:15])=[O:14])=[CH:11][CH:10]=2)[O:3]1.Cl[C:20]1[CH:25]=[C:24]([O:26][CH2:27][CH3:28])[CH:23]=[CH:22][N:21]=1.CC(C1C=C(C(C)C)C(C2C(P(C3CCCCC3)C3CCCCC3)=C(OC)C=CC=2OC)=C(C(C)C)C=1)C.C([O-])([O-])=O.[Cs+].[Cs+]. Product: [CH2:27]([O:26][C:24]1[CH:23]=[CH:22][N:21]=[C:20]([NH:15][C:13](=[O:14])[C:12]2[CH:16]=[CH:17][C:9]([B:4]3[O:3][C:2]([CH3:18])([CH3:1])[C:6]([CH3:7])([CH3:8])[O:5]3)=[CH:10][CH:11]=2)[CH:25]=1)[CH3:28]. The catalyst class is: 12. (2) The catalyst class is: 12. Product: [ClH:59].[NH2:51][CH2:50][C@H:47]1[CH2:46][CH2:45][C@H:44]([C:42]([NH:41][C@H:26]([C:27](=[O:40])[NH:28][C:29]2[CH:30]=[CH:31][C:32]([C:35]3[N:36]=[N:37][NH:38][N:39]=3)=[CH:33][CH:34]=2)[CH2:25][C:22]2[CH:23]=[CH:24][C:19]([C:3]3[CH:4]=[CH:5][C:6]([C:8]([NH:9][C@@H:10]4[CH2:16][CH2:15][CH2:14][CH2:13][NH:12][C:11]4=[O:17])=[O:18])=[CH:7][C:2]=3[CH3:1])=[CH:20][CH:21]=2)=[O:43])[CH2:49][CH2:48]1. Reactant: [CH3:1][C:2]1[CH:7]=[C:6]([C:8](=[O:18])[NH:9][C@H:10]2[CH2:16][CH2:15][CH2:14][CH2:13][NH:12][C:11]2=[O:17])[CH:5]=[CH:4][C:3]=1[C:19]1[CH:24]=[CH:23][C:22]([CH2:25][C@H:26]([NH:41][C:42]([C@H:44]2[CH2:49][CH2:48][C@H:47]([CH2:50][NH:51]C(=O)OC(C)(C)C)[CH2:46][CH2:45]2)=[O:43])[C:27](=[O:40])[NH:28][C:29]2[CH:34]=[CH:33][C:32]([C:35]3[N:36]=[N:37][NH:38][N:39]=3)=[CH:31][CH:30]=2)=[CH:21][CH:20]=1.[ClH:59]. (3) Product: [OH:1][CH:2]([CH2:14][CH2:15][CH3:16])[CH2:3][CH2:4][C:5]1[CH:10]=[CH:9][C:8]([F:11])=[C:7]([F:12])[C:6]=1[F:13]. The catalyst class is: 178. Reactant: [OH:1][CH:2]([CH2:14][CH2:15][CH3:16])[C:3]#[C:4][C:5]1[CH:10]=[CH:9][C:8]([F:11])=[C:7]([F:12])[C:6]=1[F:13].[H][H]. (4) The catalyst class is: 25. Reactant: [C:1]1([C:7]2[CH:16]=[CH:15][C:14]3[C:9](=[CH:10][C:11]([CH:17]=O)=[CH:12][CH:13]=3)[N:8]=2)[CH:6]=[CH:5][CH:4]=[CH:3][CH:2]=1.[NH2:19][CH:20]([C:27]1[CH:32]=[CH:31][CH:30]=[CH:29][CH:28]=1)[C:21]1[CH:26]=[CH:25][CH:24]=[CH:23][CH:22]=1. Product: [C:27]1([CH:20]([C:21]2[CH:22]=[CH:23][CH:24]=[CH:25][CH:26]=2)/[N:19]=[CH:17]/[C:11]2[CH:10]=[C:9]3[C:14]([CH:15]=[CH:16][C:7]([C:1]4[CH:6]=[CH:5][CH:4]=[CH:3][CH:2]=4)=[N:8]3)=[CH:13][CH:12]=2)[CH:28]=[CH:29][CH:30]=[CH:31][CH:32]=1. (5) The catalyst class is: 55. Product: [CH2:10]([C:7]1[CH:6]=[CH:5][C:4]([CH2:3][CH2:2][I:1])=[CH:9][CH:8]=1)[CH2:11][CH2:12][CH2:13][CH2:14][CH2:15][CH2:16][CH3:17]. Reactant: [I:1][CH2:2][CH2:3][C:4]1[CH:9]=[CH:8][C:7]([C:10](=O)[CH2:11][CH2:12][CH2:13][CH2:14][CH2:15][CH2:16][CH3:17])=[CH:6][CH:5]=1.C([SiH](CC)CC)C. (6) Reactant: [N:1]1([CH2:6][CH2:7][CH2:8][NH2:9])[CH:5]=[CH:4][N:3]=[CH:2]1.[Cl:10][C:11]1[CH:12]=[C:13]([CH:16]=[CH:17][CH:18]=1)[CH:14]=O.C([O:21][C:22](=O)[C:23](=[O:30])[CH2:24][CH2:25][CH2:26][CH2:27][CH2:28][CH3:29])C. Product: [Cl:10][C:11]1[CH:12]=[C:13]([CH:14]2[N:9]([CH2:8][CH2:7][CH2:6][N:1]3[CH:5]=[CH:4][N:3]=[CH:2]3)[C:22](=[O:21])[C:23]([OH:30])=[C:24]2[CH2:25][CH2:26][CH2:27][CH2:28][CH3:29])[CH:16]=[CH:17][CH:18]=1. The catalyst class is: 8.